This data is from Forward reaction prediction with 1.9M reactions from USPTO patents (1976-2016). The task is: Predict the product of the given reaction. (1) Given the reactants [Cl:1][C:2]1[CH:25]=[CH:24][C:5]([CH2:6][NH:7][C:8]([C:10]2[C:11]([OH:23])=[C:12]3[CH:18]=[C:17]([C:19]#[C:20][CH2:21][OH:22])[S:16][C:13]3=[N:14][CH:15]=2)=[O:9])=[CH:4][CH:3]=1.C([O-])([O-])=O.[K+].[K+].Br.Br[CH2:34][CH2:35][N:36]([CH2:39][CH3:40])[CH2:37][CH3:38].Br.BrCCNCC, predict the reaction product. The product is: [ClH:1].[Cl:1][C:2]1[CH:3]=[CH:4][C:5]([CH2:6][NH:7][C:8]([C:10]2[C:11](=[O:23])[C:12]3[CH:18]=[C:17]([C:19]#[C:20][CH2:21][OH:22])[S:16][C:13]=3[N:14]([CH2:34][CH2:35][N:36]([CH2:39][CH3:40])[CH2:37][CH3:38])[CH:15]=2)=[O:9])=[CH:24][CH:25]=1. (2) The product is: [Br:1][C:2]1[CH:3]=[CH:4][C:5]([O:8][CH2:14][CH:15]2[CH2:20][CH2:19][N:18]([C:21]3[O:25][N:24]=[C:23]([CH:26]([CH3:28])[CH3:27])[N:22]=3)[CH2:17][CH2:16]2)=[CH:6][N:7]=1. Given the reactants [Br:1][C:2]1[N:7]=[CH:6][C:5]([OH:8])=[CH:4][CH:3]=1.CS(O[CH2:14][CH:15]1[CH2:20][CH2:19][N:18]([C:21]2[O:25][N:24]=[C:23]([CH:26]([CH3:28])[CH3:27])[N:22]=2)[CH2:17][CH2:16]1)(=O)=O.C(=O)([O-])[O-].[K+].[K+].CN(C=O)C, predict the reaction product. (3) Given the reactants [N:1]1[N:2]([C:6]2[CH:30]=[CH:29][CH:28]=[CH:27][C:7]=2[C:8]([N:10]2[C@H:15]([CH3:16])[CH2:14][CH2:13][CH:12]([C:17]3[S:18][C:19](C(OCC)=O)=[CH:20][N:21]=3)[CH2:11]2)=[O:9])[N:3]=[CH:4][CH:5]=1.[CH3:31][Mg]Br.[Cl-].[NH4+].[CH2:36]1[CH2:40][O:39]CC1, predict the reaction product. The product is: [N:1]1[N:2]([C:6]2[CH:30]=[CH:29][CH:28]=[CH:27][C:7]=2[C:8]([N:10]2[CH2:11][C@@H:12]([C:17]3[S:18][C:19]([C:40]([OH:39])([CH3:36])[CH3:31])=[CH:20][N:21]=3)[CH2:13][CH2:14][C@H:15]2[CH3:16])=[O:9])[N:3]=[CH:4][CH:5]=1.